This data is from Catalyst prediction with 721,799 reactions and 888 catalyst types from USPTO. The task is: Predict which catalyst facilitates the given reaction. (1) Reactant: Cl.[F:2][C:3]1[CH:8]=[CH:7][C:6]([CH:9]([C:17]2[CH:22]=[CH:21][C:20]([F:23])=[CH:19][CH:18]=2)[CH:10]2[C:15](=[O:16])[CH2:14][CH2:13][NH:12][CH2:11]2)=[CH:5][CH:4]=1.[N+:24]([C:27]1[CH:34]=[CH:33][C:30]([CH2:31]Br)=[CH:29][CH:28]=1)([O-:26])=[O:25].C(=O)([O-])[O-].[K+].[K+]. Product: [F:2][C:3]1[CH:8]=[CH:7][C:6]([CH:9]([C:17]2[CH:18]=[CH:19][C:20]([F:23])=[CH:21][CH:22]=2)[CH:10]2[C:15](=[O:16])[CH2:14][CH2:13][N:12]([CH2:31][C:30]3[CH:33]=[CH:34][C:27]([N+:24]([O-:26])=[O:25])=[CH:28][CH:29]=3)[CH2:11]2)=[CH:5][CH:4]=1. The catalyst class is: 9. (2) Reactant: FC(F)(F)C(O[C:6](=[O:11])[C:7](F)(F)F)=O.[Br:14][C:15]1[C:24]([CH3:25])=[CH:23][CH:22]=[C:21]2[C:16]=1[CH:17]=CC=[N+:20]2[O-].C([O-])(O)=O.[Na+]. Product: [Br:14][C:15]1[C:24]([CH3:25])=[CH:23][CH:22]=[C:21]2[C:16]=1[CH:17]=[CH:7][C:6](=[O:11])[NH:20]2. The catalyst class is: 3. (3) Reactant: [F:1][C:2]1[C:3]([N:12]2[CH2:17][CH2:16][CH:15]([N:18]3[CH2:22][CH2:21][N:20]([CH2:23][C:24]4[CH:33]=[CH:32][C:27]([C:28]([O:30]C)=[O:29])=[CH:26][CH:25]=4)[C:19]3=[O:34])[CH2:14][CH2:13]2)=[N:4][CH:5]=[C:6]([C:8]([F:11])([F:10])[F:9])[CH:7]=1.[OH-].[Li+]. Product: [F:1][C:2]1[C:3]([N:12]2[CH2:13][CH2:14][CH:15]([N:18]3[CH2:22][CH2:21][N:20]([CH2:23][C:24]4[CH:33]=[CH:32][C:27]([C:28]([OH:30])=[O:29])=[CH:26][CH:25]=4)[C:19]3=[O:34])[CH2:16][CH2:17]2)=[N:4][CH:5]=[C:6]([C:8]([F:11])([F:9])[F:10])[CH:7]=1. The catalyst class is: 20. (4) The catalyst class is: 5. Product: [C:1]([C:4]1[NH:8][N:7]=[C:6]([C:9]([NH:11][C@@H:12]([CH3:30])[CH2:13][N:14]2[CH:18]=[CH:17][C:16]([C:19]3[CH:24]=[CH:23][C:22]([C:25]#[N:26])=[C:21]([O:32][CH3:31])[CH:20]=3)=[N:15]2)=[O:10])[CH:5]=1)(=[O:3])[CH3:2]. Reactant: [C:1]([C:4]1[NH:8][N:7]=[C:6]([C:9]([NH:11][C@@H:12]([CH3:30])[CH2:13][N:14]2[CH:18]=[CH:17][C:16]([C:19]3[CH:24]=[CH:23][C:22]([C:25]#[N:26])=[C:21]([N+]([O-])=O)[CH:20]=3)=[N:15]2)=[O:10])[CH:5]=1)(=[O:3])[CH3:2].[CH3:31][O-:32].C([N+](CCCC)(CCCC)CCCC)CCC. (5) Reactant: [F:1][C:2]1[C:3]([NH:21][C:22]2[CH:27]=[CH:26][C:25]([C:28]#[C:29][Si](C)(C)C)=[CH:24][C:23]=2[F:34])=[C:4]([CH:12]=[C:13]([CH2:16][O:17][CH2:18][CH2:19][OH:20])[C:14]=1[F:15])[C:5]([NH:7][O:8][CH2:9][CH2:10][OH:11])=[O:6].[F-].C([N+](CCCC)(CCCC)CCCC)CCC. Product: [C:28]([C:25]1[CH:26]=[CH:27][C:22]([NH:21][C:3]2[C:2]([F:1])=[C:14]([F:15])[C:13]([CH2:16][O:17][CH2:18][CH2:19][OH:20])=[CH:12][C:4]=2[C:5]([NH:7][O:8][CH2:9][CH2:10][OH:11])=[O:6])=[C:23]([F:34])[CH:24]=1)#[CH:29]. The catalyst class is: 7. (6) Reactant: [Cl:1][C:2]1[CH:7]=[CH:6][C:5]([C:8]2[C:9]([C@@H:14]([NH:24][C:25](=[O:38])[CH2:26][C:27]3[C:31]4=[N:32][C:33]([O:36]C)=[CH:34][CH:35]=[C:30]4[NH:29][CH:28]=3)[CH2:15][C:16]3[CH:21]=[C:20]([F:22])[CH:19]=[C:18]([F:23])[CH:17]=3)=[N:10][CH:11]=[N:12][CH:13]=2)=[CH:4][CH:3]=1. Product: [Cl:1][C:2]1[CH:3]=[CH:4][C:5]([C:8]2[C:9]([C@@H:14]([NH:24][C:25](=[O:38])[CH2:26][C:27]3[C:31]4[NH:32][C:33](=[O:36])[CH:34]=[CH:35][C:30]=4[NH:29][CH:28]=3)[CH2:15][C:16]3[CH:17]=[C:18]([F:23])[CH:19]=[C:20]([F:22])[CH:21]=3)=[N:10][CH:11]=[N:12][CH:13]=2)=[CH:6][CH:7]=1. The catalyst class is: 15. (7) Reactant: [CH3:1][C:2]1([CH3:30])[S:7][CH2:6][CH2:5][N:4]([S:8]([C:11]2[CH:16]=[CH:15][C:14]([O:17][CH2:18][CH:19]=[C:20]=[CH:21][CH3:22])=[CH:13][CH:12]=2)(=[O:10])=[O:9])[C@H:3]1[C:23]([O:25]C(C)(C)C)=[O:24].FC(F)(F)C(O)=O. Product: [CH3:30][C:2]1([CH3:1])[S:7][CH2:6][CH2:5][N:4]([S:8]([C:11]2[CH:12]=[CH:13][C:14]([O:17][CH2:18][CH:19]=[C:20]=[CH:21][CH3:22])=[CH:15][CH:16]=2)(=[O:9])=[O:10])[C@H:3]1[C:23]([OH:25])=[O:24]. The catalyst class is: 2.